From a dataset of Forward reaction prediction with 1.9M reactions from USPTO patents (1976-2016). Predict the product of the given reaction. Given the reactants Br[C:2]1[CH:3]=[C:4]([O:8][Si:9]([C:12]([CH3:15])([CH3:14])[CH3:13])([CH3:11])[CH3:10])[CH:5]=[CH:6][CH:7]=1.[Li]CCCC.[O:21]1[C:25](=[O:26])[CH2:24][CH2:23][C:22]1=[O:27], predict the reaction product. The product is: [CH3:13][C:12]([Si:9]([CH3:11])([CH3:10])[O:8][C:4]1[CH:3]=[C:2]([C:25](=[O:26])[CH2:24][CH2:23][C:22]([OH:27])=[O:21])[CH:7]=[CH:6][CH:5]=1)([CH3:15])[CH3:14].